From a dataset of CYP1A2 inhibition data for predicting drug metabolism from PubChem BioAssay. Regression/Classification. Given a drug SMILES string, predict its absorption, distribution, metabolism, or excretion properties. Task type varies by dataset: regression for continuous measurements (e.g., permeability, clearance, half-life) or binary classification for categorical outcomes (e.g., BBB penetration, CYP inhibition). Dataset: cyp1a2_veith. (1) The drug is O=C(N/N=C1/C[C@@H](O)[C@@H](O)[C@H]2[C@@H]1CC[C@@H]1C(=O)N(Cc3ccccc3)C(=O)[C@H]12)OCc1ccccc1. The result is 0 (non-inhibitor). (2) The molecule is COc1ccc(C(=O)CN2CCN(c3ccc(F)cc3)CC2)cc1OC. The result is 1 (inhibitor). (3) The drug is Cc1ccc(CS(=O)(=O)CCC(=O)N2CCOCC2)cc1. The result is 0 (non-inhibitor). (4) The drug is COc1cc(C(=O)OCCC[NH+]2CCC[NH+](CCCOC(=O)c3cc(OC)c(OC)c(OC)c3)CC2)cc(OC)c1OC. The result is 0 (non-inhibitor).